This data is from Peptide-MHC class I binding affinity with 185,985 pairs from IEDB/IMGT. The task is: Regression. Given a peptide amino acid sequence and an MHC pseudo amino acid sequence, predict their binding affinity value. This is MHC class I binding data. (1) The binding affinity (normalized) is 0.119. The MHC is HLA-A31:01 with pseudo-sequence HLA-A31:01. The peptide sequence is KRWIILGLNK. (2) The peptide sequence is QREPWDEWV. The binding affinity (normalized) is 0.317. The MHC is Mamu-B8701 with pseudo-sequence Mamu-B8701. (3) The peptide sequence is GLYRLNFRR. The MHC is HLA-A02:06 with pseudo-sequence HLA-A02:06. The binding affinity (normalized) is 0.0847.